Dataset: Forward reaction prediction with 1.9M reactions from USPTO patents (1976-2016). Task: Predict the product of the given reaction. (1) The product is: [C:1]([C:3]1[C:12]2[C:7](=[CH:8][CH:9]=[C:10]([O:13][C:14]3[CH:19]=[CH:18][CH:17]=[CH:16][CH:15]=3)[CH:11]=2)[C:6]([OH:20])=[C:5]([C:21]([NH:32][C:33]([CH3:41])([CH3:40])[CH2:34][CH2:35][C:36]([O:38][CH3:39])=[O:37])=[O:22])[N:4]=1)#[N:2]. Given the reactants [C:1]([C:3]1[C:12]2[C:7](=[CH:8][CH:9]=[C:10]([O:13][C:14]3[CH:19]=[CH:18][CH:17]=[CH:16][CH:15]=3)[CH:11]=2)[C:6]([OH:20])=[C:5]([C:21](O)=[O:22])[N:4]=1)#[N:2].C(N1CCOCC1)C.[NH2:32][C:33]([CH3:41])([CH3:40])[CH2:34][CH2:35][C:36]([O:38][CH3:39])=[O:37].C1CCC(N=C=NC2CCCCC2)CC1.C1C=CC2N(O)N=NC=2C=1, predict the reaction product. (2) Given the reactants [CH2:1]([O:3][C:4]1[C:5]([O:19][CH2:20][C:21]2[CH:26]=[CH:25][C:24]([O:27][CH3:28])=[CH:23][CH:22]=2)=[N:6][CH:7]=[C:8](B2OC(C)(C)C(C)(C)O2)[CH:9]=1)[CH3:2].Br[C:30]1[CH:35]=[CH:34][C:33]([CH2:36][C:37]([NH:39][C:40]2[CH:44]=[C:43]([C:45]([CH3:51])([CH3:50])[C:46]([F:49])([F:48])[F:47])[O:42][N:41]=2)=[O:38])=[C:32]([F:52])[CH:31]=1.C(=O)([O-])[O-].[Cs+].[Cs+], predict the reaction product. The product is: [CH2:1]([O:3][C:4]1[CH:9]=[C:8]([C:30]2[CH:35]=[CH:34][C:33]([CH2:36][C:37]([NH:39][C:40]3[CH:44]=[C:43]([C:45]([CH3:50])([CH3:51])[C:46]([F:49])([F:48])[F:47])[O:42][N:41]=3)=[O:38])=[C:32]([F:52])[CH:31]=2)[CH:7]=[N:6][C:5]=1[O:19][CH2:20][C:21]1[CH:22]=[CH:23][C:24]([O:27][CH3:28])=[CH:25][CH:26]=1)[CH3:2]. (3) Given the reactants [O:1]=[S:2]1[N:6]([CH2:7][C:8]2[CH:13]=[CH:12][CH:11]=[CH:10][CH:9]=2)[C@@H:5]([CH:14]([CH3:16])[CH3:15])[CH2:4][O:3]1.I([O-])(=O)(=O)=[O:18].[Na+], predict the reaction product. The product is: [O:1]=[S:2]1(=[O:18])[N:6]([CH2:7][C:8]2[CH:9]=[CH:10][CH:11]=[CH:12][CH:13]=2)[C@@H:5]([CH:14]([CH3:16])[CH3:15])[CH2:4][O:3]1. (4) Given the reactants [OH:1][CH2:2][C:3]([CH3:29])([CH2:7][NH:8][C:9]1[N:14]=[C:13]([NH:15][C:16]2[N:21]=[CH:20][C:19]3[N:22]=[C:23]([CH3:28])[N:24]([CH:25]([CH3:27])[CH3:26])[C:18]=3[CH:17]=2)[CH:12]=[CH:11][N:10]=1)[C:4](O)=[O:5].[Cl-].[NH4+].C([N:35](CC)C(C)C)(C)C.F[P-](F)(F)(F)(F)F.CN(C(N(C)C)=[N+]1C2C(=NC=CC=2)[N+]([O-])=N1)C.N, predict the reaction product. The product is: [OH:1][CH2:2][C:3]([CH3:29])([CH2:7][NH:8][C:9]1[N:14]=[C:13]([NH:15][C:16]2[N:21]=[CH:20][C:19]3[N:22]=[C:23]([CH3:28])[N:24]([CH:25]([CH3:27])[CH3:26])[C:18]=3[CH:17]=2)[CH:12]=[CH:11][N:10]=1)[C:4]([NH2:35])=[O:5]. (5) Given the reactants [NH:1]1[CH2:5][CH2:4][N:3]=[C:2]1[C:6]1[CH:11]=[CH:10][C:9]([CH2:12][CH2:13][NH2:14])=[CH:8][CH:7]=1.C[Al](C)C.[CH3:19][O:20][C:21]1[CH:26]=[C:25]([CH3:27])[C:24]([S:28]([N:31]([CH2:33][C:34]2[N:38]=[C:37]([C:39](OCC)=[O:40])[O:36][N:35]=2)[CH3:32])(=[O:30])=[O:29])=[C:23]([CH3:44])[CH:22]=1.ClCCCl, predict the reaction product. The product is: [NH:3]1[CH2:4][CH2:5][N:1]=[C:2]1[C:6]1[CH:7]=[CH:8][C:9]([CH2:12][CH2:13][NH:14][C:39]([C:37]2[O:36][N:35]=[C:34]([CH2:33][N:31]([S:28]([C:24]3[C:23]([CH3:44])=[CH:22][C:21]([O:20][CH3:19])=[CH:26][C:25]=3[CH3:27])(=[O:30])=[O:29])[CH3:32])[N:38]=2)=[O:40])=[CH:10][CH:11]=1. (6) Given the reactants [F:1][C:2]1[CH:7]=[CH:6][C:5]([C@H:8]([NH:10][C@H:11]2[CH2:15][CH2:14][C@@H:13]([C:16]3[CH:17]=[N:18][C:19](I)=[CH:20][CH:21]=3)[CH2:12]2)[CH3:9])=[CH:4][C:3]=1[O:23][CH3:24].[C:25]([NH2:28])(=[O:27])[CH3:26], predict the reaction product. The product is: [F:1][C:2]1[CH:7]=[CH:6][C:5]([C@H:8]([NH:10][C@H:11]2[CH2:15][CH2:14][C@@H:13]([C:16]3[CH:21]=[CH:20][C:19]([NH:28][C:25](=[O:27])[CH3:26])=[N:18][CH:17]=3)[CH2:12]2)[CH3:9])=[CH:4][C:3]=1[O:23][CH3:24]. (7) Given the reactants COC1C=CC(C[N:10]([C:18]2[CH:23]=[C:22]([O:24][CH3:25])[N:21]=[C:20]([S:26][CH2:27][CH2:28][C:29]3[CH:34]=[CH:33][CH:32]=[CH:31][CH:30]=3)[N:19]=2)[S:11]([N:14]2[CH2:17][CH2:16][CH2:15]2)(=[O:13])=[O:12])=CC=1.C(O)(C(F)(F)F)=O, predict the reaction product. The product is: [CH3:25][O:24][C:22]1[N:21]=[C:20]([S:26][CH2:27][CH2:28][C:29]2[CH:30]=[CH:31][CH:32]=[CH:33][CH:34]=2)[N:19]=[C:18]([NH:10][S:11]([N:14]2[CH2:17][CH2:16][CH2:15]2)(=[O:12])=[O:13])[CH:23]=1.